Task: Predict which catalyst facilitates the given reaction.. Dataset: Catalyst prediction with 721,799 reactions and 888 catalyst types from USPTO (1) Reactant: [OH:1][C:2]1[CH:9]=[CH:8][C:5]([C:6]#[N:7])=[CH:4][C:3]=1[C:10]([F:13])([F:12])[F:11].C1C=CC(P(C2C=CC=CC=2)C2C=CC=CC=2)=CC=1.CC(OC(/N=N/C(OC(C)C)=O)=O)C.O[C@@H:48]1[CH2:52][CH2:51][O:50][CH2:49]1. Product: [O:50]1[CH2:51][CH2:52][C@@H:48]([O:1][C:2]2[CH:9]=[CH:8][C:5]([C:6]#[N:7])=[CH:4][C:3]=2[C:10]([F:11])([F:12])[F:13])[CH2:49]1. The catalyst class is: 1. (2) Reactant: [Cr](Cl)([O-])(=O)=O.[NH+]1C=CC=CC=1.[CH2:12]([O:19][C:20]([NH:22][CH2:23][CH2:24][OH:25])=[O:21])[C:13]1[CH:18]=[CH:17][CH:16]=[CH:15][CH:14]=1.C(OCC)(=O)C.CCCCCC. Product: [CH2:12]([O:19][C:20]([NH:22][CH2:23][CH:24]=[O:25])=[O:21])[C:13]1[CH:18]=[CH:17][CH:16]=[CH:15][CH:14]=1. The catalyst class is: 268.